This data is from Forward reaction prediction with 1.9M reactions from USPTO patents (1976-2016). The task is: Predict the product of the given reaction. Given the reactants [F:1][C:2]1[C:3]([CH3:26])=[CH:4][C:5]([N+:23]([O-])=O)=[C:6]([CH:8]([C:16]([O:18][C:19]([CH3:22])([CH3:21])[CH3:20])=[O:17])[C:9]([O:11][C:12]([CH3:15])([CH3:14])[CH3:13])=[O:10])[CH:7]=1, predict the reaction product. The product is: [NH2:23][C:5]1[CH:4]=[C:3]([CH3:26])[C:2]([F:1])=[CH:7][C:6]=1[CH:8]([C:9]([O:11][C:12]([CH3:15])([CH3:14])[CH3:13])=[O:10])[C:16]([O:18][C:19]([CH3:22])([CH3:20])[CH3:21])=[O:17].